From a dataset of Peptide-MHC class II binding affinity with 134,281 pairs from IEDB. Regression. Given a peptide amino acid sequence and an MHC pseudo amino acid sequence, predict their binding affinity value. This is MHC class II binding data. (1) The peptide sequence is QLGELYYAIHKASPV. The MHC is HLA-DPA10103-DPB10201 with pseudo-sequence HLA-DPA10103-DPB10201. The binding affinity (normalized) is 0.384. (2) The peptide sequence is LHGVRDGLVRDANNY. The MHC is DRB3_0202 with pseudo-sequence DRB3_0202. The binding affinity (normalized) is 0.0181. (3) The peptide sequence is VILLNYVLKSLTR. The MHC is DRB4_0101 with pseudo-sequence DRB4_0103. The binding affinity (normalized) is 0.392. (4) The peptide sequence is EIKSTKPEASSGEPVVVHIT. The MHC is DRB1_1302 with pseudo-sequence DRB1_1302. The binding affinity (normalized) is 0.216. (5) The peptide sequence is RLEDEMKEGRYEVRA. The MHC is DRB3_0202 with pseudo-sequence DRB3_0202. The binding affinity (normalized) is 0. (6) The peptide sequence is IDRLITGRLQSLQTY. The MHC is DRB1_0301 with pseudo-sequence DRB1_0301. The binding affinity (normalized) is 0.327. (7) The peptide sequence is TISVFLHSEEGSRAY. The MHC is HLA-DQA10201-DQB10301 with pseudo-sequence HLA-DQA10201-DQB10301. The binding affinity (normalized) is 0.366.